From a dataset of Catalyst prediction with 721,799 reactions and 888 catalyst types from USPTO. Predict which catalyst facilitates the given reaction. The catalyst class is: 149. Reactant: [C:1]([CH2:3][NH:4][C:5]([C@@H:7]1[CH2:11][CH2:10][CH2:9][C@H:8]1[C:12]([O:14]C)=[O:13])=[O:6])#[N:2].[OH-].[Na+].Cl. Product: [C:1]([CH2:3][NH:4][C:5]([C@@H:7]1[CH2:11][CH2:10][CH2:9][C@H:8]1[C:12]([OH:14])=[O:13])=[O:6])#[N:2].